From a dataset of Serine/threonine kinase 33 screen with 319,792 compounds. Binary Classification. Given a drug SMILES string, predict its activity (active/inactive) in a high-throughput screening assay against a specified biological target. (1) The molecule is S(=O)(=O)(N1CC(CCC1)C(=O)N1CCCC1)c1ccc(OCC)cc1. The result is 0 (inactive). (2) The molecule is Clc1c(CN2CCN(CC2)CC(=O)N\N=C\c2oc(cc2)C)cccc1. The result is 0 (inactive). (3) The drug is O1CCN(CC1)c1[nH]c(c(CCCCCCC)c(=O)n1)C. The result is 0 (inactive). (4) The molecule is o1c(c(C(=O)NCCCc2ccccc2)cc1)C. The result is 0 (inactive). (5) The drug is Fc1c(C(=O)NCC(=O)c2ccccc2)cccc1. The result is 0 (inactive). (6) The molecule is O1c2c(OC1)ccc(c2)C(=O)/C=C/Nc1ccc(OCC)cc1. The result is 0 (inactive). (7) The drug is S(c1n(CC)c(nn1)c1occc1)CC(=O)c1cc2OCCOc2cc1. The result is 0 (inactive). (8) The molecule is FC(F)(F)c1c(Nc2nc(ncn2)N)cccc1. The result is 0 (inactive). (9) The compound is Clc1ccc(Cn2c(=O)c(c3sc4c(n3)cccc4)ccc2)cc1. The result is 0 (inactive). (10) The molecule is S(=O)(=O)(Nc1c(cccc1)C)c1c(ccc(c1)C(=O)Nc1cc(N(S(=O)(=O)C)C)ccc1)C. The result is 0 (inactive).